This data is from Reaction yield outcomes from USPTO patents with 853,638 reactions. The task is: Predict the reaction yield, written as a fraction of the theoretical maximum amount of product (1.0 means a 100% yield; for example, 0.34 means a 34% yield). (1) The reactants are Cl.Cl.[NH2:3][C:4]1[CH:9]=[CH:8][C:7]([NH2:10])=[CH:6][C:5]=1[NH2:11].[CH3:12][C:13]([CH:15]=O)=O. The catalyst is C([O-])([O-])=O.[Na+].[Na+]. The product is [CH3:15][C:13]1[CH:12]=[N:3][C:4]2[C:5](=[CH:6][C:7]([NH2:10])=[CH:8][CH:9]=2)[N:11]=1. The yield is 0.780. (2) The reactants are [CH:1]1([CH2:4][O:5][C:6]2[N:11]=[C:10]([C:12]([OH:14])=O)[CH:9]=[CH:8][C:7]=2[N:15]2[CH2:18][C:17]([F:20])([F:19])[CH2:16]2)[CH2:3][CH2:2]1.[F:21][C:22]1([CH2:26][OH:27])[CH2:25][NH:24][CH2:23]1. No catalyst specified. The product is [CH:1]1([CH2:4][O:5][C:6]2[N:11]=[C:10]([C:12]([N:24]3[CH2:25][C:22]([F:21])([CH2:26][OH:27])[CH2:23]3)=[O:14])[CH:9]=[CH:8][C:7]=2[N:15]2[CH2:18][C:17]([F:20])([F:19])[CH2:16]2)[CH2:2][CH2:3]1. The yield is 0.420. (3) The reactants are Cl.[NH:2]1[CH2:6][CH2:5][C@H:4]([O:7][C:8]2[CH:9]=[CH:10][C:11]3[O:16][CH2:15][C:14](=[O:17])[NH:13][C:12]=3[CH:18]=2)[CH2:3]1. The catalyst is CO. The product is [NH:2]1[CH2:6][CH2:5][C@H:4]([O:7][C:8]2[CH:9]=[CH:10][C:11]3[O:16][CH2:15][C:14](=[O:17])[NH:13][C:12]=3[CH:18]=2)[CH2:3]1. The yield is 0.530. (4) The reactants are [NH2:1][C:2]1[CH:3]=[C:4]([OH:12])[C:5](=[CH:10][CH:11]=1)[C:6]([O:8][CH3:9])=[O:7].[Br:13][C:14]1[CH:18]=[C:17]([Cl:19])[S:16][C:15]=1[S:20](Cl)(=[O:22])=[O:21]. No catalyst specified. The product is [Br:13][C:14]1[CH:18]=[C:17]([Cl:19])[S:16][C:15]=1[S:20]([NH:1][C:2]1[CH:11]=[CH:10][C:5]([C:6]([O:8][CH3:9])=[O:7])=[C:4]([OH:12])[CH:3]=1)(=[O:22])=[O:21]. The yield is 0.370.